Task: Regression. Given two drug SMILES strings and cell line genomic features, predict the synergy score measuring deviation from expected non-interaction effect.. Dataset: NCI-60 drug combinations with 297,098 pairs across 59 cell lines (1) Drug 1: C1C(C(OC1N2C=C(C(=O)NC2=O)F)CO)O. Drug 2: CS(=O)(=O)CCNCC1=CC=C(O1)C2=CC3=C(C=C2)N=CN=C3NC4=CC(=C(C=C4)OCC5=CC(=CC=C5)F)Cl. Cell line: OVCAR-8. Synergy scores: CSS=14.2, Synergy_ZIP=-5.93, Synergy_Bliss=1.36, Synergy_Loewe=-4.90, Synergy_HSA=2.00. (2) Synergy scores: CSS=10.7, Synergy_ZIP=-4.73, Synergy_Bliss=-6.09, Synergy_Loewe=-10.1, Synergy_HSA=-3.87. Drug 1: CC1=C2C(C(=O)C3(C(CC4C(C3C(C(C2(C)C)(CC1OC(=O)C(C(C5=CC=CC=C5)NC(=O)OC(C)(C)C)O)O)OC(=O)C6=CC=CC=C6)(CO4)OC(=O)C)OC)C)OC. Drug 2: CN(CC1=CN=C2C(=N1)C(=NC(=N2)N)N)C3=CC=C(C=C3)C(=O)NC(CCC(=O)O)C(=O)O. Cell line: UACC-257. (3) Drug 1: COC1=NC(=NC2=C1N=CN2C3C(C(C(O3)CO)O)O)N. Drug 2: CC1CCC2CC(C(=CC=CC=CC(CC(C(=O)C(C(C(=CC(C(=O)CC(OC(=O)C3CCCCN3C(=O)C(=O)C1(O2)O)C(C)CC4CCC(C(C4)OC)OCCO)C)C)O)OC)C)C)C)OC. Cell line: A498. Synergy scores: CSS=1.26, Synergy_ZIP=0.443, Synergy_Bliss=0.964, Synergy_Loewe=-0.457, Synergy_HSA=-1.09. (4) Drug 1: CC1=C(C=C(C=C1)NC(=O)C2=CC=C(C=C2)CN3CCN(CC3)C)NC4=NC=CC(=N4)C5=CN=CC=C5. Drug 2: CN(C(=O)NC(C=O)C(C(C(CO)O)O)O)N=O. Cell line: IGROV1. Synergy scores: CSS=1.03, Synergy_ZIP=0.266, Synergy_Bliss=1.06, Synergy_Loewe=-3.66, Synergy_HSA=-1.60. (5) Drug 1: C1=C(C(=O)NC(=O)N1)N(CCCl)CCCl. Drug 2: CN1C(=O)N2C=NC(=C2N=N1)C(=O)N. Cell line: T-47D. Synergy scores: CSS=5.28, Synergy_ZIP=0.924, Synergy_Bliss=4.06, Synergy_Loewe=-12.5, Synergy_HSA=0.355. (6) Drug 1: CN(CCCl)CCCl.Cl. Drug 2: C1C(C(OC1N2C=NC3=C2NC=NCC3O)CO)O. Cell line: UACC-257. Synergy scores: CSS=8.31, Synergy_ZIP=-1.11, Synergy_Bliss=3.25, Synergy_Loewe=1.86, Synergy_HSA=2.18. (7) Drug 1: CC1=C(C(CCC1)(C)C)C=CC(=CC=CC(=CC(=O)O)C)C. Drug 2: C1CCC(C(C1)N)N.C(=O)(C(=O)[O-])[O-].[Pt+4]. Cell line: NCIH23. Synergy scores: CSS=4.26, Synergy_ZIP=-1.64, Synergy_Bliss=2.76, Synergy_Loewe=-1.90, Synergy_HSA=0.359. (8) Drug 1: CN(C)N=NC1=C(NC=N1)C(=O)N. Drug 2: C1C(C(OC1N2C=C(C(=O)NC2=O)F)CO)O. Cell line: SNB-75. Synergy scores: CSS=34.6, Synergy_ZIP=-11.4, Synergy_Bliss=-8.25, Synergy_Loewe=-59.3, Synergy_HSA=-9.47.